Dataset: Forward reaction prediction with 1.9M reactions from USPTO patents (1976-2016). Task: Predict the product of the given reaction. (1) Given the reactants [O:1]1[CH:5]=[CH:4][CH:3]=[C:2]1[C:6]1[N:11]=[C:10]([NH2:12])[CH:9]=[CH:8][C:7]=1[C:13]1[CH:18]=[CH:17][N:16]=[CH:15][N:14]=1.[Br:19]N1C(=O)CCC1=O, predict the reaction product. The product is: [Br:19][C:9]1[C:10]([NH2:12])=[N:11][C:6]([C:2]2[O:1][CH:5]=[CH:4][CH:3]=2)=[C:7]([C:13]2[CH:18]=[CH:17][N:16]=[CH:15][N:14]=2)[CH:8]=1. (2) Given the reactants [C:1]([NH:4][C:5]1[CH:6]=[C:7]2[C:12](=[O:13])[N:11]([CH:14]([C:19]3[CH:24]=[CH:23][C:22]([O:25][CH3:26])=[C:21]([O:27][CH2:28][CH3:29])[CH:20]=3)[CH2:15][C:16](O)=[O:17])[C:9](=[O:10])[C:8]2=[CH:30][CH:31]=1)(=[O:3])[CH3:2].C(N1C=CN=C1)(N1C=CN=C1)=O.Cl.[NH2:45][OH:46], predict the reaction product. The product is: [C:1]([NH:4][C:5]1[CH:6]=[C:7]2[C:12](=[O:13])[N:11]([CH:14]([C:19]3[CH:24]=[CH:23][C:22]([O:25][CH3:26])=[C:21]([O:27][CH2:28][CH3:29])[CH:20]=3)[CH2:15][C:16]([NH:45][OH:46])=[O:17])[C:9](=[O:10])[C:8]2=[CH:30][CH:31]=1)(=[O:3])[CH3:2].